Dataset: Reaction yield outcomes from USPTO patents with 853,638 reactions. Task: Predict the reaction yield, written as a fraction of the theoretical maximum amount of product (1.0 means a 100% yield; for example, 0.34 means a 34% yield). (1) The reactants are [CH2:1]([NH:8][C:9]([C:11]1[C:16]([NH:17][C:18](=O)[CH2:19][CH:20]([CH3:22])[CH3:21])=[N:15][CH:14]=[CH:13][N:12]=1)=[O:10])[C:2]1[CH:7]=[CH:6][CH:5]=[CH:4][CH:3]=1.C(=O)([O-])[O-].[Na+].[Na+]. The catalyst is CN(C=O)C. The product is [CH2:1]([N:8]1[C:9](=[O:10])[C:11]2[C:16](=[N:15][CH:14]=[CH:13][N:12]=2)[N:17]=[C:18]1[CH2:19][CH:20]([CH3:22])[CH3:21])[C:2]1[CH:7]=[CH:6][CH:5]=[CH:4][CH:3]=1. The yield is 0.330. (2) The reactants are Br[C:2]1[CH:3]=[C:4]2[C:9](=[N:10][C:11]=1[CH3:12])[N:8]=[CH:7][C:6]([C:13]([NH:15][CH2:16][C:17]1[CH:22]=[CH:21][C:20]([Cl:23])=[CH:19][CH:18]=1)=[O:14])=[C:5]2[OH:24].[CH2:25]([OH:28])[C:26]#[CH:27].C(N(CC)CC)C. The catalyst is CN(C=O)C.Cl[Pd](Cl)([P](C1C=CC=CC=1)(C1C=CC=CC=1)C1C=CC=CC=1)[P](C1C=CC=CC=1)(C1C=CC=CC=1)C1C=CC=CC=1. The product is [Cl:23][C:20]1[CH:21]=[CH:22][C:17]([CH2:16][NH:15][C:13]([C:6]2[CH:7]=[N:8][C:9]3[C:4]([C:5]=2[OH:24])=[CH:3][C:2]([C:27]#[C:26][CH2:25][OH:28])=[C:11]([CH3:12])[N:10]=3)=[O:14])=[CH:18][CH:19]=1. The yield is 0.350. (3) The yield is 0.840. The reactants are O=[C:2]1[C:11]2[CH2:10][CH2:9][CH:8]([C:12]#[N:13])[CH2:7][C:6]=2[CH:5]=[C:4]2[NH:14][CH:15]=[CH:16][N:3]12.P(Cl)(Cl)([Cl:19])=O. No catalyst specified. The product is [Cl:19][C:2]1[N:3]2[CH:16]=[CH:15][N:14]=[C:4]2[CH:5]=[C:6]2[C:11]=1[CH2:10][CH2:9][CH:8]([C:12]#[N:13])[CH2:7]2. (4) The reactants are [C:1]([O:5][C:6]([N:8]1[CH2:13][CH2:12][N:11]([C:14]2[C:23]3[C:18](=[CH:19][N:20]=[CH:21][CH:22]=3)[C:17](Br)=[C:16]([C:25]3[CH:30]=[CH:29][N:28]=[C:27]([Cl:31])[CH:26]=3)[N:15]=2)[CH2:10][CH2:9]1)=[O:7])([CH3:4])([CH3:3])[CH3:2].[C:32]1(B(O)O)[CH:37]=[CH:36][CH:35]=[CH:34][CH:33]=1.C1(C)C=CC=CC=1.C(=O)([O-])[O-].[Na+].[Na+]. The catalyst is O.C1C=CC([PH+]([C]2[CH][CH][CH][CH]2)C2C=CC=CC=2)=CC=1.C1C=CC([PH+]([C]2[CH][CH][CH][CH]2)C2C=CC=CC=2)=CC=1.C(Cl)Cl.Cl[Pd]Cl.[Fe].C(O)C. The product is [C:1]([O:5][C:6]([N:8]1[CH2:13][CH2:12][N:11]([C:14]2[C:23]3[C:18](=[CH:19][N:20]=[CH:21][CH:22]=3)[C:17]([C:32]3[CH:37]=[CH:36][CH:35]=[CH:34][CH:33]=3)=[C:16]([C:25]3[CH:30]=[CH:29][N:28]=[C:27]([Cl:31])[CH:26]=3)[N:15]=2)[CH2:10][CH2:9]1)=[O:7])([CH3:4])([CH3:3])[CH3:2]. The yield is 0.630. (5) The reactants are C(OC([N:11]1[C:16](=[O:17])[CH2:15][CH2:14][C:13]([NH2:19])([CH3:18])[C:12]1=[O:20])=O)C1C=CC=CC=1.[ClH:21].[H][H].O. The catalyst is C(O)C.[Pd]. The product is [ClH:21].[NH2:19][C:13]1([CH3:18])[CH2:14][CH2:15][C:16](=[O:17])[NH:11][C:12]1=[O:20]. The yield is 0.930. (6) The reactants are [OH-].[Na+].[CH3:3][N:4]1[C:8]([C:9]2[CH:10]=[C:11]([NH:23]C(=O)C)[CH:12]=[CH:13][C:14]=2[O:15][CH2:16][C:17]([CH3:22])([N+:19]([O-:21])=[O:20])[CH3:18])=[CH:7][CH:6]=[N:5]1. The catalyst is O.CO. The product is [CH3:3][N:4]1[C:8]([C:9]2[CH:10]=[C:11]([CH:12]=[CH:13][C:14]=2[O:15][CH2:16][C:17]([CH3:22])([N+:19]([O-:21])=[O:20])[CH3:18])[NH2:23])=[CH:7][CH:6]=[N:5]1. The yield is 0.740. (7) The reactants are [F:1][C:2]([F:24])([F:23])[C:3]1[CH:22]=[CH:21][C:6]([CH2:7][C@H:8]2[CH2:12][CH2:11]C(=O)[N:9]2[C:14]([O:16][C:17]([CH3:20])([CH3:19])[CH3:18])=[O:15])=[CH:5][CH:4]=1.[NH2:25][NH2:26]. The catalyst is C1COCC1. The product is [C:17]([O:16][C:14](=[O:15])[NH:9][C@@H:8]([CH2:7][C:6]1[CH:21]=[CH:22][C:3]([C:2]([F:24])([F:23])[F:1])=[CH:4][CH:5]=1)[CH2:12][CH2:11][NH:25][NH2:26])([CH3:20])([CH3:19])[CH3:18]. The yield is 0.870. (8) The reactants are Br[CH2:2][CH2:3][CH:4]=[C:5]1[C:11]2[CH:12]=[CH:13][CH:14]=[N:15][C:10]=2[CH2:9][O:8][C:7]2[CH:16]=[CH:17][C:18]([C:20]([OH:23])([CH3:22])[CH3:21])=[CH:19][C:6]1=2.[Cl:24][C:25]1[CH:30]=[CH:29][C:28]([N:31]2[CH2:36][CH2:35][NH:34][CH2:33][CH:32]2[CH3:37])=[CH:27][CH:26]=1.[I-].[K+]. The catalyst is C(O)(C)C. The product is [Cl:24][C:25]1[CH:26]=[CH:27][C:28]([N:31]2[CH2:36][CH2:35][N:34]([CH2:2][CH2:3][CH:4]=[C:5]3[C:11]4[CH:12]=[CH:13][CH:14]=[N:15][C:10]=4[CH2:9][O:8][C:7]4[CH:16]=[CH:17][C:18]([C:20]([OH:23])([CH3:22])[CH3:21])=[CH:19][C:6]3=4)[CH2:33][CH:32]2[CH3:37])=[CH:29][CH:30]=1. The yield is 0.690.